From a dataset of Reaction yield outcomes from USPTO patents with 853,638 reactions. Predict the reaction yield, written as a fraction of the theoretical maximum amount of product (1.0 means a 100% yield; for example, 0.34 means a 34% yield). (1) The reactants are [S:1]1[C:5]([C:6](O)=[O:7])=[CH:4][C:3]2[CH2:9][CH2:10][CH2:11][CH2:12][C:2]1=2.C(Cl)(=O)C(Cl)=O.C(N(CC)CC)C.[CH3:26][NH:27][O:28][CH3:29]. The catalyst is CN(C=O)C.C(Cl)Cl. The product is [CH3:29][O:28][N:27]([CH3:26])[C:6]([C:5]1[S:1][C:2]2[CH2:12][CH2:11][CH2:10][CH2:9][C:3]=2[CH:4]=1)=[O:7]. The yield is 0.880. (2) The reactants are [F:1][C:2]1[CH:10]=[C:9]2[C:5]([C:6]([C:12]3[N:13]=[C:14]4[C:20]([C:21]([OH:23])=O)=[CH:19][NH:18][C:15]4=[N:16][CH:17]=3)=[N:7][N:8]2[CH3:11])=[CH:4][CH:3]=1.CCN(C(C)C)C(C)C.CCN=C=NCCCN(C)C.[NH2:44][C:45]([CH3:57])([CH3:56])[CH2:46][CH2:47][NH:48][C:49](=[O:55])[O:50][C:51]([CH3:54])([CH3:53])[CH3:52]. The catalyst is CN(C=O)C.CN(C1C=CN=CC=1)C.O. The product is [F:1][C:2]1[CH:10]=[C:9]2[C:5]([C:6]([C:12]3[N:13]=[C:14]4[C:20]([C:21]([NH:44][C:45]([CH3:57])([CH3:56])[CH2:46][CH2:47][NH:48][C:49](=[O:55])[O:50][C:51]([CH3:53])([CH3:52])[CH3:54])=[O:23])=[CH:19][NH:18][C:15]4=[N:16][CH:17]=3)=[N:7][N:8]2[CH3:11])=[CH:4][CH:3]=1. The yield is 0.694. (3) The reactants are C[O:2][C:3]1[N:8]=[C:7]([CH2:9][CH2:10][NH2:11])[CH:6]=[CH:5][CH:4]=1.[ClH:12].COC1CCCC1.[C:20]([O:24][CH2:25][CH3:26])(=[O:23])[CH:21]=O.C1(C)C=CC=CC=1. The catalyst is CCO. The product is [ClH:12].[OH:2][C:3]1[CH:4]=[CH:5][C:6]2[CH:21]([C:20]([O:24][CH2:25][CH3:26])=[O:23])[NH:11][CH2:10][CH2:9][C:7]=2[N:8]=1. The yield is 0.820. (4) The reactants are [CH2:1]([N:8]1[CH2:13][CH2:12][CH:11]([NH:14][CH2:15][C:16]2[CH:21]=[CH:20][CH:19]=[CH:18][C:17]=2[N+:22]([O-])=O)[CH2:10][CH2:9]1)[C:2]1[CH:7]=[CH:6][CH:5]=[CH:4][CH:3]=1. The catalyst is C(O)(=O)C.[Zn]. The product is [NH2:22][C:17]1[CH:18]=[CH:19][CH:20]=[CH:21][C:16]=1[CH2:15][NH:14][CH:11]1[CH2:12][CH2:13][N:8]([CH2:1][C:2]2[CH:3]=[CH:4][CH:5]=[CH:6][CH:7]=2)[CH2:9][CH2:10]1. The yield is 0.730. (5) The reactants are [CH3:1][C:2]1[N:3]=[CH:4][C:5]2[C:10]([CH:11]=1)=[C:9]([N+:12]([O-])=O)[CH:8]=[CH:7][CH:6]=2. The catalyst is [Pd].CO. The product is [NH2:12][C:9]1[CH:8]=[CH:7][CH:6]=[C:5]2[C:10]=1[CH:11]=[C:2]([CH3:1])[N:3]=[CH:4]2. The yield is 1.00. (6) The catalyst is CC(N(C)C)=O. The yield is 0.680. The product is [CH2:14]([N:21]1[C:26]2[C:25](=[CH:30][CH:29]=[CH:28][N:27]=2)[C:5]([OH:7])=[C:4]([C:3]([O:11][CH2:12][CH3:13])=[O:10])[C:22]1=[O:23])[C:15]1[CH:16]=[CH:17][CH:18]=[CH:19][CH:20]=1. The reactants are [H-].[Na+].[C:3]([O:11][CH2:12][CH3:13])(=[O:10])[CH2:4][C:5]([O:7]CC)=O.[CH2:14]([N:21]1[C:26]2[N:27]=[CH:28][CH:29]=[CH:30][C:25]=2C(=O)[O:23][C:22]1=O)[C:15]1[CH:20]=[CH:19][CH:18]=[CH:17][CH:16]=1.